This data is from Reaction yield outcomes from USPTO patents with 853,638 reactions. The task is: Predict the reaction yield, written as a fraction of the theoretical maximum amount of product (1.0 means a 100% yield; for example, 0.34 means a 34% yield). (1) The reactants are [Cl-].[CH3:2][S+](C)(C)=O.[H-].[Na+].[CH3:9][N:10]1[C:14](=[O:15])[CH:13]=[C:12]([C:16]2[CH:21]=[CH:20][C:19]([F:22])=[C:18]([Cl:23])[CH:17]=2)[C:11]1=[O:24]. The catalyst is C1COCC1. The product is [Cl:23][C:18]1[CH:17]=[C:16]([C:12]23[CH2:2][CH:13]2[C:14](=[O:15])[N:10]([CH3:9])[C:11]3=[O:24])[CH:21]=[CH:20][C:19]=1[F:22]. The yield is 0.400. (2) The catalyst is [Pd]. The reactants are C([O:3][C:4](=[O:17])[CH2:5][CH:6]1[C:14]2[C:9](=[CH:10][CH:11]=[C:12]([O:15][CH3:16])[CH:13]=2)[CH2:8][CH2:7]1)C.C(OC(=O)CC1C2C(=CC(S(Cl)(=O)=O)=C(OC)C=2)CC1)C.COC(C1CC2C(=CC=C(C)C=2)C1)=O.C(OC(=O)CC1C2C(=CC(S)=C(OC)C=2)CC1)C.COC(C1CC2C(=CC=C(S)C=2)C1)=O.COC(=O)CC1C2C(=CC([S:100][CH2:101][C:102]3[S:106][C:105]([C:107]4[CH:112]=[CH:111][C:110]([C:113]([F:116])([F:115])[F:114])=[CH:109][CH:108]=4)=[N:104][C:103]=3[CH3:117])=C(OC)C=2)CC1.CC1N=C(C2C=CC(C(F)(F)F)=CC=2)SC=1CSC1C=C2C(=CC=1)CC(C(O)=O)C2. The yield is 0.140. The product is [CH3:16][O:15][C:12]1[CH:13]=[C:14]2[C:9]([CH2:8][CH2:7][CH:6]2[CH2:5][C:4]([OH:3])=[O:17])=[CH:10][C:11]=1[S:100][CH2:101][C:102]1[S:106][C:105]([C:107]2[CH:108]=[CH:109][C:110]([C:113]([F:116])([F:115])[F:114])=[CH:111][CH:112]=2)=[N:104][C:103]=1[CH3:117].